Predict the reactants needed to synthesize the given product. From a dataset of Full USPTO retrosynthesis dataset with 1.9M reactions from patents (1976-2016). (1) The reactants are: [OH:1][C@:2]1([CH2:9][NH:10][C:11]([C:13]2[C:14]3[CH:15]=[CH:16][C:17](Cl)=[N:18][C:19]=3[CH:20]=[CH:21][C:22]=2[Cl:23])=[O:12])[CH2:7][CH2:6][CH2:5][C@@H:4]([CH3:8])[CH2:3]1.CC[N:27](C(C)C)C(C)C.[CH2:34]([CH:36]1[CH2:40][CH2:39][N:38](N)[CH:37]1[CH3:42])[CH3:35]. Given the product [OH:1][C@:2]1([CH2:9][NH:10][C:11]([C:13]2[C:14]3[CH:15]=[CH:16][C:17]([N:38]4[CH2:39][CH2:40][CH:36]([CH2:34][CH3:35])[C:37]4([CH3:42])[NH2:27])=[N:18][C:19]=3[CH:20]=[CH:21][C:22]=2[Cl:23])=[O:12])[CH2:7][CH2:6][CH2:5][C@@H:4]([CH3:8])[CH2:3]1, predict the reactants needed to synthesize it. (2) Given the product [CH2:1]([O:8][C:9]([NH:11][CH2:12][C@@H:13]([C:22]([O:24][CH3:25])=[O:23])[NH:14][C:15]([O:17][C:18]([CH3:20])([CH3:21])[CH3:19])=[O:16])=[O:10])[C:2]1[CH:3]=[CH:4][CH:5]=[CH:6][CH:7]=1, predict the reactants needed to synthesize it. The reactants are: [CH2:1]([O:8][C:9]([NH:11][CH2:12][C@@H:13]([C:22]([OH:24])=[O:23])[NH:14][C:15]([O:17][C:18]([CH3:21])([CH3:20])[CH3:19])=[O:16])=[O:10])[C:2]1[CH:7]=[CH:6][CH:5]=[CH:4][CH:3]=1.[C:25](=O)([O-])[O-].[K+].[K+].CI. (3) Given the product [Cl:1][C:2]1[CH:3]=[C:4]([C:12]2[S:13][C:14]([C:17]3[C:18]([CH2:26][CH3:27])=[C:19]([CH2:23][CH2:24][N:38]4[CH2:41][CH:40]([C:42]([O:44][CH3:45])=[O:43])[CH2:39]4)[CH:20]=[CH:21][CH:22]=3)=[CH:15][N:16]=2)[CH:5]=[CH:6][C:7]=1[O:8][CH:9]([CH3:11])[CH3:10], predict the reactants needed to synthesize it. The reactants are: [Cl:1][C:2]1[CH:3]=[C:4]([C:12]2[S:13][C:14]([C:17]3[C:18]([CH2:26][CH3:27])=[C:19]([CH2:23][CH:24]=O)[CH:20]=[CH:21][CH:22]=3)=[CH:15][N:16]=2)[CH:5]=[CH:6][C:7]=1[O:8][CH:9]([CH3:11])[CH3:10].C(O)(=O)C.C([O-])(=O)C.[Na+].Cl.[NH:38]1[CH2:41][CH:40]([C:42]([O:44][CH3:45])=[O:43])[CH2:39]1. (4) Given the product [CH3:21][O:20][CH2:19][C:18]1[C:13]([N:4]2[CH:5]=[C:6]([C:7]([O:9][CH2:10][CH3:11])=[O:8])[C:2]([CH3:1])=[N:3]2)=[N:14][CH:15]=[CH:16][CH:17]=1, predict the reactants needed to synthesize it. The reactants are: [CH3:1][C:2]1[C:6]([C:7]([O:9][CH2:10][CH3:11])=[O:8])=[CH:5][NH:4][N:3]=1.Br[C:13]1[C:18]([CH2:19][O:20][CH3:21])=[CH:17][CH:16]=[CH:15][N:14]=1. (5) Given the product [C:21]1([CH:27]([C:31]2[CH:32]=[CH:33][CH:34]=[CH:35][CH:36]=2)[CH2:28][CH2:29][S:1][C:2]2[S:3][C:4]3[CH2:13][C:12]4[C:11]([O:14][CH2:15][C:16]([OH:18])=[O:17])=[CH:10][CH:9]=[CH:8][C:7]=4[C:5]=3[N:6]=2)[CH:26]=[CH:25][CH:24]=[CH:23][CH:22]=1, predict the reactants needed to synthesize it. The reactants are: [SH:1][C:2]1[S:3][C:4]2[CH2:13][C:12]3[C:11]([O:14][CH2:15][C:16]([O:18]CC)=[O:17])=[CH:10][CH:9]=[CH:8][C:7]=3[C:5]=2[N:6]=1.[C:21]1([CH:27]([C:31]2[CH:36]=[CH:35][CH:34]=[CH:33][CH:32]=2)[CH2:28][CH2:29]I)[CH:26]=[CH:25][CH:24]=[CH:23][CH:22]=1. (6) Given the product [NH2:1][C:4]1[S:8][C:7]([S:9]([N:12]2[CH2:17][CH2:16][N:15]([C:18]3[N:23]=[CH:22][C:21]([C:24]([OH:33])([C:25]([F:28])([F:26])[F:27])[C:29]([F:32])([F:31])[F:30])=[CH:20][N:19]=3)[C@@H:14]([CH2:34][N:35]([C:40]3[CH:41]=[CH:42][CH:43]=[CH:44][CH:45]=3)[S:36]([CH3:39])(=[O:38])=[O:37])[CH2:13]2)(=[O:10])=[O:11])=[CH:6][CH:5]=1, predict the reactants needed to synthesize it. The reactants are: [N+:1]([C:4]1[S:8][C:7]([S:9]([N:12]2[CH2:17][CH2:16][N:15]([C:18]3[N:23]=[CH:22][C:21]([C:24]([OH:33])([C:29]([F:32])([F:31])[F:30])[C:25]([F:28])([F:27])[F:26])=[CH:20][N:19]=3)[C@@H:14]([CH2:34][N:35]([C:40]3[CH:45]=[CH:44][CH:43]=[CH:42][CH:41]=3)[S:36]([CH3:39])(=[O:38])=[O:37])[CH2:13]2)(=[O:11])=[O:10])=[CH:6][CH:5]=1)([O-])=O.C([O-])(O)=O.[Na+]. (7) Given the product [F:9][C:10]1[CH:11]=[C:12]([CH:13]=[C:14]([F:16])[CH:15]=1)[CH2:17][NH:18][C:37]([C:33]1[S:32][C:31]([N:27]2[CH2:28][C@@H:29]([CH3:30])[N:25]([CH2:24][C:23]3[CH:41]=[CH:42][C:20]([F:19])=[CH:21][CH:22]=3)[C:26]2=[O:40])=[N:35][C:34]=1[CH3:36])=[O:38], predict the reactants needed to synthesize it. The reactants are: N1C=CC=C(CN)C=1.[F:9][C:10]1[CH:11]=[C:12]([CH2:17][NH2:18])[CH:13]=[C:14]([F:16])[CH:15]=1.[F:19][C:20]1[CH:42]=[CH:41][C:23]([CH2:24][N:25]2[C@@H:29]([CH3:30])[CH2:28][N:27]([C:31]3[S:32][C:33]([C:37](O)=[O:38])=[C:34]([CH3:36])[N:35]=3)[C:26]2=[O:40])=[CH:22][CH:21]=1.FC1C=CC(CN2[C@H](C)CN(C3SC(C(O)=O)=C(C)N=3)C2=O)=CC=1. (8) Given the product [Cl:57][C:58]1[C:63]([NH:64][C:48]2[CH:49]=[C:50]3[C:45](=[C:46]([C:52]#[N:53])[CH:47]=2)[N:44]([CH3:54])[C@H:43]2[CH2:55][CH2:56][NH:40][CH2:41][C@@H:42]32)=[CH:62][CH:61]=[C:60]([C:65]([F:66])([F:67])[F:68])[N:59]=1, predict the reactants needed to synthesize it. The reactants are: C(OC(N1CCC2N(C)C3C(C(F)(F)F)=CC(NC4C=CC=CN=4)=CC=3C2C1)=O)(C)(C)C.C(OC([N:40]1[CH2:56][CH2:55][C@@H:43]2[N:44]([CH3:54])[C:45]3[C:46]([C:52]#[N:53])=[CH:47][C:48](Br)=[CH:49][C:50]=3[C@@H:42]2[CH2:41]1)=O)(C)(C)C.[Cl:57][C:58]1[C:63]([NH2:64])=[CH:62][CH:61]=[C:60]([C:65]([F:68])([F:67])[F:66])[N:59]=1.CC([O-])(C)C.[Na+]. (9) Given the product [CH2:11]([S:13][C:14]1[CH:19]=[C:18]([C:2]2[C:8]([F:9])=[CH:7][C:5]([NH2:6])=[CH:4][C:3]=2[F:10])[CH:17]=[CH:16][CH:15]=1)[CH3:12], predict the reactants needed to synthesize it. The reactants are: Br[C:2]1[C:8]([F:9])=[CH:7][C:5]([NH2:6])=[CH:4][C:3]=1[F:10].[CH2:11]([S:13][C:14]1[CH:15]=[C:16](B(O)O)[CH:17]=[CH:18][CH:19]=1)[CH3:12].